Predict the reactants needed to synthesize the given product. From a dataset of Full USPTO retrosynthesis dataset with 1.9M reactions from patents (1976-2016). Given the product [C:1]([NH:8][CH2:9][CH2:10][CH:11]=[O:12])([O:3][C:4]([CH3:5])([CH3:6])[CH3:7])=[O:2], predict the reactants needed to synthesize it. The reactants are: [C:1]([NH:8][CH2:9][CH2:10][CH2:11][OH:12])([O:3][C:4]([CH3:7])([CH3:6])[CH3:5])=[O:2].CC(OI1(OC(C)=O)(OC(C)=O)OC(=O)C2C=CC=CC1=2)=O.[O-]S([O-])(=S)=O.[Na+].[Na+].